Dataset: Full USPTO retrosynthesis dataset with 1.9M reactions from patents (1976-2016). Task: Predict the reactants needed to synthesize the given product. (1) Given the product [F:30][CH:28]([F:29])[C:25]1[CH:24]=[CH:23][C:22]([CH2:21][N:18]2[CH2:19][CH2:20][C@H:16]([OH:15])[C:17]2=[O:31])=[CH:27][CH:26]=1, predict the reactants needed to synthesize it. The reactants are: Cl.O1CCOCC1.[Si]([O:15][C@H:16]1[CH2:20][CH2:19][N:18]([CH2:21][C:22]2[CH:27]=[CH:26][C:25]([CH:28]([F:30])[F:29])=[CH:24][CH:23]=2)[C:17]1=[O:31])(C(C)(C)C)(C)C. (2) Given the product [CH3:1][CH:2]([C@H:4]1[CH2:9][NH:8][CH2:7][CH2:6][NH:5]1)[CH3:3], predict the reactants needed to synthesize it. The reactants are: [CH3:1][CH:2]([C@H:4]1[CH2:9][NH:8][CH2:7][CH2:6][N:5]1C(OC(C)(C)C)=O)[CH3:3].Cl. (3) Given the product [CH2:21]([O:23][C:24](=[O:28])[CH:25]([N:12]1[CH:13]=[C:9]([B:4]2[O:5][C:6]([CH3:7])([CH3:8])[C:2]([CH3:14])([CH3:1])[O:3]2)[CH:10]=[N:11]1)[CH3:26])[CH3:22], predict the reactants needed to synthesize it. The reactants are: [CH3:1][C:2]1([CH3:14])[C:6]([CH3:8])([CH3:7])[O:5][B:4]([C:9]2[CH:10]=[N:11][NH:12][CH:13]=2)[O:3]1.C(=O)([O-])[O-].[K+].[K+].[CH2:21]([O:23][C:24](=[O:28])[CH:25](Br)[CH3:26])[CH3:22].C1(C)C=CC=CC=1. (4) Given the product [NH2:21][C:10]1[C:9]2[N:8]=[CH:7][C:6]([CH2:5][CH2:4][OH:3])=[CH:15][C:14]=2[C:13]2[CH:16]=[CH:17][C:18]([CH3:20])=[CH:19][C:12]=2[N:11]=1, predict the reactants needed to synthesize it. The reactants are: C([O:3]/[CH:4]=[CH:5]\[C:6]1[CH:7]=[N:8][C:9]2[C:14]([CH:15]=1)=[C:13]1[CH:16]=[CH:17][C:18]([CH3:20])=[CH:19][C:12]1=[N:11][C:10]=2[NH2:21])C.Cl.C([O-])(O)=O.[Na+].[Li+].[B-](CC)(CC)CC.C1COCC1. (5) Given the product [N:54]([C@@H:3]1[CH2:4][CH2:5][CH2:6][CH2:7][C@@H:2]1[CH3:1])=[N+:55]=[N-:56], predict the reactants needed to synthesize it. The reactants are: [CH3:1][C@@H:2]1[CH2:7][CH2:6][CH2:5][CH2:4][C@H:3]1O.C1(P(C2C=CC=CC=2)C2C=CC=CC=2)C=CC=CC=1.N(C(OCC)=O)=NC(OCC)=O.C1(P([N:54]=[N+:55]=[N-:56])(C2C=CC=CC=2)=O)C=CC=CC=1.